The task is: Predict the reactants needed to synthesize the given product.. This data is from Full USPTO retrosynthesis dataset with 1.9M reactions from patents (1976-2016). (1) Given the product [C:50]([N:44]1[CH2:49][CH2:48][N:47]([CH2:35][C:31]2[CH:30]=[C:29]([CH:34]=[CH:33][CH:32]=2)[C:28]([NH:27][C:16]2[CH:17]=[CH:18][C:19]([N:21]3[CH2:26][CH2:25][CH2:24][CH2:23][CH2:22]3)=[CH:20][C:15]=2[C:11]2[CH:10]=[C:9]([CH:14]=[CH:13][N:12]=2)[C:8]([NH:7][CH2:6][C:5]2[CH:39]=[CH:40][CH:41]=[C:3]([C:2]([F:43])([F:42])[F:1])[CH:4]=2)=[O:38])=[O:37])[CH2:46][CH2:45]1)(=[O:52])[CH3:51], predict the reactants needed to synthesize it. The reactants are: [F:1][C:2]([F:43])([F:42])[C:3]1[CH:4]=[C:5]([CH:39]=[CH:40][CH:41]=1)[CH2:6][NH:7][C:8](=[O:38])[C:9]1[CH:14]=[CH:13][N:12]=[C:11]([C:15]2[CH:20]=[C:19]([N:21]3[CH2:26][CH2:25][CH2:24][CH2:23][CH2:22]3)[CH:18]=[CH:17][C:16]=2[NH:27][C:28](=[O:37])[C:29]2[CH:34]=[CH:33][CH:32]=[C:31]([CH2:35]Br)[CH:30]=2)[CH:10]=1.[N:44]1([C:50](=[O:52])[CH3:51])[CH2:49][CH2:48][NH:47][CH2:46][CH2:45]1.[I-].[K+].C(=O)([O-])[O-].[K+].[K+]. (2) Given the product [Cl:1][C:2]1[CH:7]=[CH:6][C:5]([CH:8]([C:27]2[CH:32]=[CH:31][C:30]([Cl:33])=[CH:29][CH:28]=2)[C:10]2[CH:11]=[C:12]3[C:17](=[C:18]([Br:20])[CH:19]=2)[N:16]=[C:15]([OH:21])[CH:14]=[C:13]3[Br:26])=[CH:4][CH:3]=1, predict the reactants needed to synthesize it. The reactants are: [Cl:1][C:2]1[CH:7]=[CH:6][C:5]([C:8]([C:27]2[CH:32]=[CH:31][C:30]([Cl:33])=[CH:29][CH:28]=2)([C:10]2[CH:11]=[C:12]3[C:17](=[C:18]([Br:20])[CH:19]=2)[N:16]=[C:15]([O:21]C(C)(C)C)[CH:14]=[C:13]3[Br:26])O)=[CH:4][CH:3]=1.C([SiH](CC)CC)C.FC(F)(F)C(O)=O. (3) Given the product [C:18]([C:15]1[CH:16]=[CH:17][C:12]([C:9]2([O:8][CH2:1][C:2]3[CH:3]=[CH:4][CH:5]=[CH:6][CH:7]=3)[CH2:11][CH2:10]2)=[C:13]([CH2:24][CH3:25])[CH:14]=1)#[CH:19], predict the reactants needed to synthesize it. The reactants are: [CH2:1]([O:8][C:9]1([C:12]2[CH:17]=[CH:16][C:15]([C:18]#[C:19][Si](C)(C)C)=[CH:14][C:13]=2[CH2:24][CH3:25])[CH2:11][CH2:10]1)[C:2]1[CH:7]=[CH:6][CH:5]=[CH:4][CH:3]=1.C(=O)([O-])[O-].[K+].[K+]. (4) Given the product [CH3:1][O:2][C:3]1[CH:8]=[CH:7][C:6]([C:9]2[N:13]([C:14]3[CH:19]=[CH:18][CH:17]=[CH:16][CH:15]=3)[N:12]=[C:11]([CH2:20][CH2:21][CH2:22][N:35]3[CH2:36][CH2:37][N:32]([C:26]4[CH:27]=[CH:28][CH:29]=[C:30]([CH3:31])[C:25]=4[CH3:24])[CH2:33][CH2:34]3)[CH:10]=2)=[CH:5][CH:4]=1, predict the reactants needed to synthesize it. The reactants are: [CH3:1][O:2][C:3]1[CH:8]=[CH:7][C:6]([C:9]2[N:13]([C:14]3[CH:19]=[CH:18][CH:17]=[CH:16][CH:15]=3)[N:12]=[C:11]([CH2:20][CH2:21][CH:22]=O)[CH:10]=2)=[CH:5][CH:4]=1.[CH3:24][C:25]1[C:30]([CH3:31])=[CH:29][CH:28]=[CH:27][C:26]=1[N:32]1[CH2:37][CH2:36][NH:35][CH2:34][CH2:33]1.CCN(C(C)C)C(C)C.[BH-](OC(C)=O)(OC(C)=O)OC(C)=O.[Na+]. (5) Given the product [C:29]([O:28][C:26]([N:19]([CH2:18][C:12]1[CH:13]=[CH:14][CH:15]=[C:16]([F:17])[C:11]=1[N:9]1[CH:10]=[C:6]([C:4]([O:3][CH2:1][CH3:2])=[O:5])[C:7]([CH3:23])=[N:8]1)[CH:20]1[CH2:21][CH2:22]1)=[O:25])([CH3:32])([CH3:31])[CH3:30], predict the reactants needed to synthesize it. The reactants are: [CH2:1]([O:3][C:4]([C:6]1[C:7]([CH3:23])=[N:8][N:9]([C:11]2[C:16]([F:17])=[CH:15][CH:14]=[CH:13][C:12]=2[CH2:18][NH:19][CH:20]2[CH2:22][CH2:21]2)[CH:10]=1)=[O:5])[CH3:2].C(=O)(OC(C)(C)C)[O:25][C:26]([O:28][C:29]([CH3:32])([CH3:31])[CH3:30])=O.C(N(CC)CC)C.O. (6) Given the product [CH3:18][CH:9]1[CH2:8][CH:7]2[CH2:6][NH:5][CH2:4][CH2:3][N:14]3[C:15]2=[C:11]([CH:12]=[CH:13]3)[C:10]1=[O:16], predict the reactants needed to synthesize it. The reactants are: [H-].[Na+].[CH2:3]1[N:14]2[C:15]3[CH:7]([CH2:8][CH2:9][C:10](=[O:16])[C:11]=3[CH:12]=[CH:13]2)[CH2:6][NH:5][CH2:4]1.I[CH3:18]. (7) Given the product [C:3]([O:7][C:8]([N:10]([CH3:33])[C@@H:11]1[C:20]2[CH:19]=[C:18]([C:21]([OH:23])=[O:22])[CH:17]=[CH:16][C:15]=2[C@H:14]([C:25]2[CH:30]=[CH:29][C:28]([Cl:31])=[C:27]([Cl:32])[CH:26]=2)[CH2:13][CH2:12]1)=[O:9])([CH3:6])([CH3:5])[CH3:4], predict the reactants needed to synthesize it. The reactants are: [OH-].[Li+].[C:3]([O:7][C:8]([N:10]([CH3:33])[C@@H:11]1[C:20]2[CH:19]=[C:18]([C:21]([O:23]C)=[O:22])[CH:17]=[CH:16][C:15]=2[C@H:14]([C:25]2[CH:30]=[CH:29][C:28]([Cl:31])=[C:27]([Cl:32])[CH:26]=2)[CH2:13][CH2:12]1)=[O:9])([CH3:6])([CH3:5])[CH3:4].Cl. (8) The reactants are: [OH:1][C:2]1[C:3]([C:16](=[O:18])[CH3:17])=[CH:4][C:5]2[C:6]([CH3:15])([CH3:14])[CH2:7][CH2:8][C:9]([CH3:13])([CH3:12])[C:10]=2[CH:11]=1.Br[CH2:20][CH2:21][CH2:22][CH2:23][CH2:24][CH3:25]. Given the product [CH2:20]([O:1][C:2]1[C:3]([C:16](=[O:18])[CH3:17])=[CH:4][C:5]2[C:6]([CH3:15])([CH3:14])[CH2:7][CH2:8][C:9]([CH3:12])([CH3:13])[C:10]=2[CH:11]=1)[CH2:21][CH2:22][CH2:23][CH2:24][CH3:25], predict the reactants needed to synthesize it.